From a dataset of Catalyst prediction with 721,799 reactions and 888 catalyst types from USPTO. Predict which catalyst facilitates the given reaction. Reactant: [O:1]1[C:6]2[CH:7]=[CH:8][C:9](B(O)O)=[CH:10][C:5]=2[O:4][CH2:3][CH2:2]1.I[C:15]1[C:23]2[C:18](=[N:19][CH:20]=[N:21][C:22]=2[NH2:24])[N:17]([CH:25]([CH3:27])[CH3:26])[N:16]=1.C([O-])([O-])=O.[Na+].[Na+]. Product: [O:1]1[CH2:2][CH2:3][O:4][C:5]2[CH:10]=[C:9]([C:15]3[C:23]4[C:18](=[N:19][CH:20]=[N:21][C:22]=4[NH2:24])[N:17]([CH:25]([CH3:27])[CH3:26])[N:16]=3)[CH:8]=[CH:7][C:6]1=2. The catalyst class is: 414.